This data is from Full USPTO retrosynthesis dataset with 1.9M reactions from patents (1976-2016). The task is: Predict the reactants needed to synthesize the given product. (1) Given the product [CH2:31]([O:30][C:26]1[C:25]([O:38][CH2:39][C:40]2[CH:45]=[CH:44][CH:43]=[CH:42][CH:41]=2)=[C:24]([O:23][CH2:16][C:17]2[CH:18]=[CH:19][CH:20]=[CH:21][CH:22]=2)[CH:29]=[CH:28][C:27]=1[CH:14]=[O:15])[C:32]1[CH:33]=[CH:34][CH:35]=[CH:36][CH:37]=1, predict the reactants needed to synthesize it. The reactants are: O=P(Cl)(Cl)Cl.CN([CH:14]=[O:15])C1C=CC=CC=1.[CH2:16]([O:23][C:24]1[CH:29]=[CH:28][CH:27]=[C:26]([O:30][CH2:31][C:32]2[CH:37]=[CH:36][CH:35]=[CH:34][CH:33]=2)[C:25]=1[O:38][CH2:39][C:40]1[CH:45]=[CH:44][CH:43]=[CH:42][CH:41]=1)[C:17]1[CH:22]=[CH:21][CH:20]=[CH:19][CH:18]=1. (2) Given the product [C:17]1([CH2:23][CH2:24][C:25]([NH:1][C:2]2[C:7]([CH2:8][P:9](=[O:16])([O:10][CH2:11][CH3:12])[O:13][CH2:14][CH3:15])=[CH:6][CH:5]=[CH:4][N:3]=2)=[O:26])[CH:22]=[CH:21][CH:20]=[CH:19][CH:18]=1, predict the reactants needed to synthesize it. The reactants are: [NH2:1][C:2]1[C:7]([CH2:8][P:9](=[O:16])([O:13][CH2:14][CH3:15])[O:10][CH2:11][CH3:12])=[CH:6][CH:5]=[CH:4][N:3]=1.[C:17]1([CH2:23][CH2:24][C:25](Cl)=[O:26])[CH:22]=[CH:21][CH:20]=[CH:19][CH:18]=1. (3) Given the product [C:1]([O:5][C:6](=[O:16])[NH:7][C:8]1[CH:13]=[CH:12][C:11]([F:14])=[CH:10][C:9]=1[NH:15][C:22](=[O:21])[CH2:23][C:24]([C:26]1[CH:31]=[CH:30][CH:29]=[C:28]([C:32]2[CH:37]=[CH:36][N:35]=[C:34]([CH3:38])[CH:33]=2)[CH:27]=1)=[O:25])([CH3:4])([CH3:2])[CH3:3], predict the reactants needed to synthesize it. The reactants are: [C:1]([O:5][C:6](=[O:16])[NH:7][C:8]1[CH:13]=[CH:12][C:11]([F:14])=[CH:10][C:9]=1[NH2:15])([CH3:4])([CH3:3])[CH3:2].C([O:21][C:22](=O)[CH2:23][C:24]([C:26]1[CH:31]=[CH:30][CH:29]=[C:28]([C:32]2[CH:37]=[CH:36][N:35]=[C:34]([CH3:38])[CH:33]=2)[CH:27]=1)=[O:25])(C)(C)C. (4) The reactants are: [Br:1][C:2]1[CH:10]=[CH:9][C:8]([C:11]([NH2:13])=[O:12])=[C:7]2[C:3]=1[C:4]([CH3:22])=[CH:5][N:6]2COCC[Si](C)(C)C.[F-].C([N+](CCCC)(CCCC)CCCC)CCC.C1COCC1.C(N)CN.Cl. Given the product [Br:1][C:2]1[CH:10]=[CH:9][C:8]([C:11]([NH2:13])=[O:12])=[C:7]2[C:3]=1[C:4]([CH3:22])=[CH:5][NH:6]2, predict the reactants needed to synthesize it. (5) Given the product [C:16]1([CH2:15][N:4]2[C:5](=[O:6])[C:7]3[C:12](=[CH:11][CH:10]=[CH:9][CH:8]=3)[S:1]2(=[O:2])=[O:3])[CH:21]=[CH:20][CH:19]=[CH:18][CH:17]=1, predict the reactants needed to synthesize it. The reactants are: [S:1]1([C:12]2[C:7](=[CH:8][CH:9]=[CH:10][CH:11]=2)[C:5](=[O:6])[NH:4]1)(=[O:3])=[O:2].[H-].[Na+].[CH2:15](Br)[C:16]1[CH:21]=[CH:20][CH:19]=[CH:18][CH:17]=1. (6) The reactants are: Br[C:2]1[CH:11]=[CH:10][C:5]([C:6]([O:8][CH3:9])=[O:7])=[CH:4][N:3]=1.[O:12]1[CH2:16][CH2:15][NH:14][C:13]1=[O:17]. Given the product [CH3:9][O:8][C:6](=[O:7])[C:5]1[CH:10]=[CH:11][C:2]([N:14]2[CH2:15][CH2:16][O:12][C:13]2=[O:17])=[N:3][CH:4]=1, predict the reactants needed to synthesize it. (7) Given the product [O:26]1[C:27]2[C:22](=[CH:21][C:20]([C:11]3[C:12]([CH:17]4[CH2:19][CH2:18]4)=[CH:13][CH:14]=[C:15]([CH3:16])[C:10]=3[CH:4]([O:5][CH:6]3[CH2:7][CH2:8][CH2:9]3)[C:3]([OH:30])=[O:2])=[CH:29][CH:28]=2)[CH2:23][CH2:24][CH2:25]1, predict the reactants needed to synthesize it. The reactants are: C[O:2][C:3](=[O:30])[CH:4]([C:10]1[C:15]([CH3:16])=[CH:14][CH:13]=[C:12]([CH:17]2[CH2:19][CH2:18]2)[C:11]=1[C:20]1[CH:21]=[C:22]2[C:27](=[CH:28][CH:29]=1)[O:26][CH2:25][CH2:24][CH2:23]2)[O:5][CH:6]1[CH2:9][CH2:8][CH2:7]1.[OH-].[Na+].O.Cl.